From a dataset of Forward reaction prediction with 1.9M reactions from USPTO patents (1976-2016). Predict the product of the given reaction. (1) Given the reactants Br[C:2]1[CH:3]=[CH:4][C:5]([F:8])=[N:6][CH:7]=1.[CH3:9][N:10]1[CH:14]=[C:13](B2OC(C)(C)C(C)(C)O2)[CH:12]=[N:11]1.C([O-])([O-])=O.[K+].[K+], predict the reaction product. The product is: [F:8][C:5]1[CH:4]=[CH:3][C:2]([C:13]2[CH:12]=[N:11][N:10]([CH3:9])[CH:14]=2)=[CH:7][N:6]=1. (2) The product is: [Cl:43][C:38]1[CH:42]=[C:34]([CH:35]=[CH:36][CH:37]=1)[C:32](/[N:31]=[C:14]1/[N:13]([C@H:10]2[CH2:11][CH2:12][C@@H:7]([C:5](=[O:6])[NH:4][CH:1]([CH3:3])[CH3:2])[CH2:8][CH2:9]2)[C:21]2[CH:20]=[C:19]([O:22][CH2:23][CH2:24][N:25]3[CH2:30][CH2:29][CH2:28][CH2:27][CH2:26]3)[N:18]=[CH:17][C:16]=2[NH:15]/1)=[O:33]. Given the reactants [CH:1]([NH:4][C:5]([C@@H:7]1[CH2:12][CH2:11][C@H:10]([N:13]2[C:21]3[CH:20]=[C:19]([O:22][CH2:23][CH2:24][N:25]4[CH2:30][CH2:29][CH2:28][CH2:27][CH2:26]4)[N:18]=[CH:17][C:16]=3[NH:15]/[C:14]/2=[N:31]\[C:32]([C:34]2[CH:35]=[CH:36][C:37]3C=CS[C:38]=3[CH:42]=2)=[O:33])[CH2:9][CH2:8]1)=[O:6])([CH3:3])[CH3:2].[Cl:43]C1C=C(C=CC=1)C(O)=O, predict the reaction product.